From a dataset of Reaction yield outcomes from USPTO patents with 853,638 reactions. Predict the reaction yield, written as a fraction of the theoretical maximum amount of product (1.0 means a 100% yield; for example, 0.34 means a 34% yield). (1) The reactants are [C:1]([C:4]1[S:8][C:7]([N:9]2[CH2:13][CH2:12][N:11]([CH2:14][C:15]3[CH:20]=[CH:19][C:18]([C:21]([N:23]4[CH2:28][CH2:27][CH2:26][CH2:25][CH2:24]4)=[O:22])=[CH:17][CH:16]=3)[C:10]2=[O:29])=[N:6][C:5]=1[CH3:30])(=O)[CH3:2].COC(OC)[N:34]([CH3:36])C.O.[NH2:40]N. The catalyst is CN(C)C=O.C(OCC)(=O)C. The product is [CH3:30][C:5]1[N:6]=[C:7]([N:9]2[CH2:13][CH2:12][N:11]([CH2:14][C:15]3[CH:16]=[CH:17][C:18]([C:21]([N:23]4[CH2:28][CH2:27][CH2:26][CH2:25][CH2:24]4)=[O:22])=[CH:19][CH:20]=3)[C:10]2=[O:29])[S:8][C:4]=1[C:1]1[NH:40][N:34]=[CH:36][CH:2]=1. The yield is 0.540. (2) The reactants are I[C:2]1[CH:7]=[CH:6][N:5]=[C:4]2[NH:8][CH:9]=[CH:10][C:3]=12.O.[NH4+].[Cl-].[NH4+].[OH-].[CH3:16][N:17](C=O)C. The catalyst is C1C=CC(/C=C/C(/C=C/C2C=CC=CC=2)=O)=CC=1.C1C=CC(/C=C/C(/C=C/C2C=CC=CC=2)=O)=CC=1.C1C=CC(/C=C/C(/C=C/C2C=CC=CC=2)=O)=CC=1.[Pd].[Pd].C1C=CC(P(C2C=CC=CC=2)[C-]2C=CC=C2)=CC=1.C1C=CC(P(C2C=CC=CC=2)[C-]2C=CC=C2)=CC=1.[Fe+2].[C-]#N.[C-]#N.[Zn+2]. The product is [NH:8]1[C:4]2[N:5]=[CH:6][CH:7]=[C:2]([C:16]#[N:17])[C:3]=2[CH:10]=[CH:9]1. The yield is 0.740. (3) The reactants are [C:1]1([CH:7]2[CH2:11][CH2:10][CH2:9][C:8]2=[N:12]O)[CH:6]=[CH:5][CH:4]=[CH:3][CH:2]=1. The catalyst is C(O)C.[Pd]. The product is [C:1]1([C@H:7]2[CH2:11][CH2:10][CH2:9][C@H:8]2[NH2:12])[CH:6]=[CH:5][CH:4]=[CH:3][CH:2]=1. The yield is 0.620. (4) The reactants are [F:1][C:2]1[CH:3]=[C:4]([OH:17])[CH:5]=[CH:6][C:7]=1[B:8]1[O:12][C:11]([CH3:14])([CH3:13])[C:10]([CH3:16])([CH3:15])[O:9]1.CC1C=CC(S(O[CH2:29][C@H:30]2[CH2:34][O:33][C:32]([CH3:36])([CH3:35])[O:31]2)(=O)=O)=CC=1.C([O-])([O-])=O.[K+].[K+]. The catalyst is CN(C=O)C.O. The product is [CH3:35][C:32]1([CH3:36])[O:31][C@@H:30]([CH2:29][O:17][C:4]2[CH:5]=[CH:6][C:7]([B:8]3[O:12][C:11]([CH3:13])([CH3:14])[C:10]([CH3:16])([CH3:15])[O:9]3)=[C:2]([F:1])[CH:3]=2)[CH2:34][O:33]1. The yield is 0.510. (5) The reactants are [Cl:1][C:2]1[CH:7]=[C:6]([N+]([O-])=O)[CH:5]=[CH:4][N:3]=1.[O-:11][CH2:12][CH3:13].[Na+]. The catalyst is C1COCC1. The product is [Cl:1][C:2]1[CH:7]=[C:6]([O:11][CH2:12][CH3:13])[CH:5]=[CH:4][N:3]=1. The yield is 0.570. (6) The reactants are [CH:1]1([N:6]2[CH2:11][CH2:10][N:9]([C:12]([C:14]3[CH:15]=[C:16]4[C:20](=[CH:21][CH:22]=3)[NH:19][C:18]([C:23]([N:25]3[CH2:30][CH2:29][S:28](=[O:32])(=[O:31])[CH2:27][CH2:26]3)=[O:24])=[CH:17]4)=[O:13])[CH2:8][CH2:7]2)[CH2:5][CH2:4][CH2:3][CH2:2]1.[H-].[Na+].[CH:35]1([CH2:38]Br)[CH2:37][CH2:36]1. The catalyst is CN(C)C=O. The product is [CH:1]1([N:6]2[CH2:7][CH2:8][N:9]([C:12]([C:14]3[CH:15]=[C:16]4[C:20](=[CH:21][CH:22]=3)[N:19]([CH2:38][CH:35]3[CH2:37][CH2:36]3)[C:18]([C:23]([N:25]3[CH2:30][CH2:29][S:28](=[O:31])(=[O:32])[CH2:27][CH2:26]3)=[O:24])=[CH:17]4)=[O:13])[CH2:10][CH2:11]2)[CH2:2][CH2:3][CH2:4][CH2:5]1. The yield is 0.700. (7) The reactants are Cl[C:2]1[N:7]=[C:6]([NH:8][CH:9]2[CH2:13][CH2:12][CH2:11][CH2:10]2)[C:5]([N+:14]([O-:16])=[O:15])=[CH:4][N:3]=1.CN(C)C1C=CC=CC=1.[C:26]([O:30][C:31]([N:33]1[CH2:38][CH2:37][N:36]([C:39]2[CH:44]=[CH:43][C:42]([NH2:45])=[CH:41][CH:40]=2)[CH2:35][CH2:34]1)=[O:32])([CH3:29])([CH3:28])[CH3:27]. The catalyst is C1COCC1.CC(O)C.C(O)(=O)C.O. The product is [C:26]([O:30][C:31]([N:33]1[CH2:38][CH2:37][N:36]([C:39]2[CH:40]=[CH:41][C:42]([NH:45][C:2]3[N:7]=[C:6]([NH:8][CH:9]4[CH2:13][CH2:12][CH2:11][CH2:10]4)[C:5]([N+:14]([O-:16])=[O:15])=[CH:4][N:3]=3)=[CH:43][CH:44]=2)[CH2:35][CH2:34]1)=[O:32])([CH3:29])([CH3:27])[CH3:28]. The yield is 0.940.